From a dataset of Full USPTO retrosynthesis dataset with 1.9M reactions from patents (1976-2016). Predict the reactants needed to synthesize the given product. (1) Given the product [NH2:21][C:13]1[N:14]2[CH2:18][CH2:17][CH2:16][N:15]2[C:19](=[O:20])[C:12]=1[N:11]=[C:24]1[C:23]([NH2:22])=[CH:28][C:27](=[N:29][CH2:30][CH2:31][OH:32])[C:26]([O:33][CH3:34])=[CH:25]1, predict the reactants needed to synthesize it. The reactants are: CS(O)(=O)=O.CS(O)(=O)=O.[NH2:11][C:12]1[C:19](=[O:20])[N:15]2[CH2:16][CH2:17][CH2:18][N:14]2[C:13]=1[NH2:21].[NH2:22][C:23]1[CH:24]=[CH:25][C:26]([O:33][CH3:34])=[C:27]([NH:29][CH2:30][CH2:31][OH:32])[CH:28]=1.N.OO. (2) Given the product [CH:24]([N:20]([CH:21]([CH3:23])[CH3:22])[CH2:19][CH2:18][CH:17]([C:10]1[CH:11]=[C:12]([CH2:15][OH:16])[CH:13]=[CH:14][C:9]=1[OH:8])[C:27]1[CH:32]=[CH:31][CH:30]=[CH:29][CH:28]=1)([CH3:26])[CH3:25], predict the reactants needed to synthesize it. The reactants are: C([O:8][C:9]1[CH:14]=[CH:13][C:12]([CH2:15][OH:16])=[CH:11][C:10]=1[CH:17]([C:27]1[CH:32]=[CH:31][CH:30]=[CH:29][CH:28]=1)[CH2:18][CH2:19][N:20]([CH:24]([CH3:26])[CH3:25])[CH:21]([CH3:23])[CH3:22])C1C=CC=CC=1.CO.